Dataset: Reaction yield outcomes from USPTO patents with 853,638 reactions. Task: Predict the reaction yield, written as a fraction of the theoretical maximum amount of product (1.0 means a 100% yield; for example, 0.34 means a 34% yield). (1) The reactants are [CH:1]1([Mg]Br)[CH2:3][CH2:2]1.[O:6]=[CH:7][C@H:8]([NH:10][C:11](=[O:17])[O:12][C:13]([CH3:16])([CH3:15])[CH3:14])[CH3:9]. The catalyst is C1COCC1.C(OCC)(=O)C. The product is [CH:1]1([CH:7]([OH:6])[C@H:8]([NH:10][C:11](=[O:17])[O:12][C:13]([CH3:15])([CH3:14])[CH3:16])[CH3:9])[CH2:3][CH2:2]1. The yield is 0.545. (2) The reactants are I[C:2]1[CH:17]=[CH:16][C:5]([C:6]([O:8][CH2:9][CH2:10][CH2:11][CH2:12][CH2:13][CH2:14][CH3:15])=[O:7])=[CH:4][CH:3]=1.[CH3:18][Si:19]([C:22]#[CH:23])([CH3:21])[CH3:20]. The catalyst is C(N(CC)CC)C.Cl[Pd](Cl)([P](C1C=CC=CC=1)(C1C=CC=CC=1)C1C=CC=CC=1)[P](C1C=CC=CC=1)(C1C=CC=CC=1)C1C=CC=CC=1.[Cu]I.C1(P(C2C=CC=CC=2)C2C=CC=CC=2)C=CC=CC=1. The product is [CH3:18][Si:19]([C:22]#[C:23][C:2]1[CH:17]=[CH:16][C:5]([C:6]([O:8][CH2:9][CH2:10][CH2:11][CH2:12][CH2:13][CH2:14][CH3:15])=[O:7])=[CH:4][CH:3]=1)([CH3:21])[CH3:20]. The yield is 0.980. (3) The reactants are [O:1]=[C:2]1[NH:6][C:5](=[O:7])[C:4]2([CH2:12][CH2:11][CH2:10][N:9]([C:13]([O:15][C:16]([CH3:19])([CH3:18])[CH3:17])=[O:14])[CH2:8]2)[NH:3]1.C(=O)([O-])[O-].[K+].[K+].I[CH:27]([CH3:29])[CH3:28]. The product is [CH:27]([N:6]1[C:5](=[O:7])[C:4]2([CH2:12][CH2:11][CH2:10][N:9]([C:13]([O:15][C:16]([CH3:19])([CH3:18])[CH3:17])=[O:14])[CH2:8]2)[NH:3][C:2]1=[O:1])([CH3:29])[CH3:28]. The catalyst is CN(C=O)C.C(OCC)(=O)C. The yield is 0.410. (4) The reactants are C([O:5][C:6](=[O:46])[CH2:7][N:8](C(OC(C)(C)C)=O)[C:9]1[CH:14]=[CH:13][CH:12]=[C:11]([CH:15]([CH2:26][C:27]2[CH:32]=[CH:31][C:30]([C:33]3[CH:38]=[CH:37][CH:36]=[CH:35][N:34]=3)=[CH:29][CH:28]=2)[NH:16][S:17]([C:20]2[CH:21]=[N:22][CH:23]=[CH:24][CH:25]=2)(=[O:19])=[O:18])[N:10]=1)(C)(C)C.O.Cl. The catalyst is O1CCCC1. The product is [N:34]1[CH:35]=[CH:36][CH:37]=[CH:38][C:33]=1[C:30]1[CH:31]=[CH:32][C:27]([CH2:26][CH:15]([NH:16][S:17]([C:20]2[CH:21]=[N:22][CH:23]=[CH:24][CH:25]=2)(=[O:19])=[O:18])[C:11]2[N:10]=[C:9]([NH:8][CH2:7][C:6]([OH:46])=[O:5])[CH:14]=[CH:13][CH:12]=2)=[CH:28][CH:29]=1. The yield is 0.580.